Predict the reaction yield, written as a fraction of the theoretical maximum amount of product (1.0 means a 100% yield; for example, 0.34 means a 34% yield). From a dataset of Reaction yield outcomes from USPTO patents with 853,638 reactions. (1) The reactants are [Cl:1][C:2]1[C:7]([O:8][CH3:9])=[C:6](Cl)[N:5]=[C:4]([C:11]2[CH:16]=[CH:15][C:14]([Cl:17])=[C:13]([O:18][CH3:19])[C:12]=2[F:20])[N:3]=1.O.[NH3:22]. No catalyst specified. The product is [Cl:1][C:2]1[N:3]=[C:4]([C:11]2[CH:16]=[CH:15][C:14]([Cl:17])=[C:13]([O:18][CH3:19])[C:12]=2[F:20])[N:5]=[C:6]([NH2:22])[C:7]=1[O:8][CH3:9]. The yield is 0.880. (2) The reactants are [CH:1]([S:4](Cl)(=[O:6])=[O:5])([CH3:3])[CH3:2].[NH2:8][CH2:9][C@H:10]1[CH2:15][CH2:14][C@H:13]([C:16]([OH:18])=[O:17])[CH2:12][CH2:11]1.[OH-].[Na+].Cl. No catalyst specified. The product is [CH3:2][CH:1]([S:4]([NH:8][CH2:9][C@H:10]1[CH2:11][CH2:12][C@H:13]([C:16]([OH:18])=[O:17])[CH2:14][CH2:15]1)(=[O:6])=[O:5])[CH3:3]. The yield is 0.330. (3) The reactants are [Br:1][C:2]1[CH:7]=[CH:6][C:5]([CH2:8][CH2:9][CH2:10][C:11]([NH:13][C:14]2[CH:19]=[CH:18][C:17](S(CC)(=O)=O)=[C:16]([C:25]#[N:26])[CH:15]=2)=[O:12])=[CH:4][CH:3]=1.Br[C:28]1C=CC(CCCC(O)=O)=C(C)C=1.NC1C=C(C=CC=1)C#N. No catalyst specified. The product is [Br:1][C:2]1[CH:3]=[CH:4][C:5]([CH2:8][CH2:9][CH2:10][C:11]([NH:13][C:14]2[CH:19]=[CH:18][CH:17]=[C:16]([C:25]#[N:26])[CH:15]=2)=[O:12])=[C:6]([CH3:28])[CH:7]=1. The yield is 0.760. (4) The reactants are [C:1](=[O:8])([O:3][C:4]([CH3:7])([CH3:6])[CH3:5])[NH2:2].[OH-].[Na+].Cl[O:12]C(C)(C)C.[CH3:17][C@H:18]1[C:29](=[O:30])[O:28][CH2:27][C@@H:26]([C:31]2[CH:36]=[CH:35][CH:34]=[CH:33][CH:32]=2)[NH:25][C:24](=[O:37])[CH2:23][CH2:22][CH:21]=[CH:20][CH2:19]1.S([O-])([O-])=O.S([O-])([O-])=O.[Na+].[Na+].[Na+].[Na+]. The catalyst is C(O)CC.O.C(OCC)(=O)C.[O-][Os]([O-])(=O)=O.[K+].[K+]. The product is [OH:12][CH:20]1[CH2:19][C@@H:18]([CH3:17])[C:29](=[O:30])[O:28][CH2:27][C@@H:26]([C:31]2[CH:32]=[CH:33][CH:34]=[CH:35][CH:36]=2)[NH:25][C:24](=[O:37])[CH2:23][CH2:22][CH:21]1[NH:2][C:1](=[O:8])[O:3][C:4]([CH3:7])([CH3:6])[CH3:5]. The yield is 0.270.